Predict the reactants needed to synthesize the given product. From a dataset of Full USPTO retrosynthesis dataset with 1.9M reactions from patents (1976-2016). (1) Given the product [Br:31][CH2:2][C:3]1[CH:4]=[N:5][C:6]([S:9][CH3:10])=[N:7][CH:8]=1, predict the reactants needed to synthesize it. The reactants are: O[CH2:2][C:3]1[CH:4]=[N:5][C:6]([S:9][CH3:10])=[N:7][CH:8]=1.C1(P(C2C=CC=CC=2)C2C=CC=CC=2)C=CC=CC=1.C(Br)(Br)(Br)[Br:31]. (2) Given the product [I:1][C:2]1[CH:3]=[C:4]([CH:8]=[CH:9][C:10]=1[CH3:11])[C:5]([NH:29][C:28]1[CH:30]=[CH:31][C:25]([N:23]2[CH:24]=[C:20]([CH3:19])[N:21]=[CH:22]2)=[C:26]([C:32]([F:35])([F:34])[F:33])[CH:27]=1)=[O:7], predict the reactants needed to synthesize it. The reactants are: [I:1][C:2]1[CH:3]=[C:4]([CH:8]=[CH:9][C:10]=1[CH3:11])[C:5]([OH:7])=O.C(N(CC)CC)C.[CH3:19][C:20]1[N:21]=[CH:22][N:23]([C:25]2[CH:31]=[CH:30][C:28]([NH2:29])=[CH:27][C:26]=2[C:32]([F:35])([F:34])[F:33])[CH:24]=1. (3) The reactants are: [C:1]([O-:4])(O)=O.[Na+].FC(F)(F)C(O)=O.[N:13]1([C:22]2[CH:27]=[CH:26][N:25]=[CH:24][CH:23]=2)[CH2:18][CH2:17][CH:16]([CH2:19][CH2:20][NH2:21])[CH2:15][CH2:14]1. Given the product [N:21]([CH2:20][CH2:19][CH:16]1[CH2:17][CH2:18][N:13]([C:22]2[CH:27]=[CH:26][N:25]=[CH:24][CH:23]=2)[CH2:14][CH2:15]1)=[C:1]=[O:4], predict the reactants needed to synthesize it.